From a dataset of Peptide-MHC class II binding affinity with 134,281 pairs from IEDB. Regression. Given a peptide amino acid sequence and an MHC pseudo amino acid sequence, predict their binding affinity value. This is MHC class II binding data. (1) The peptide sequence is GMNPSHCNEMSWIQS. The MHC is DRB1_0101 with pseudo-sequence DRB1_0101. The binding affinity (normalized) is 0.0423. (2) The peptide sequence is CGGTGKNTIVIPKGD. The MHC is HLA-DPA10103-DPB10401 with pseudo-sequence HLA-DPA10103-DPB10401. The binding affinity (normalized) is 0. (3) The MHC is DRB1_0101 with pseudo-sequence DRB1_0101. The binding affinity (normalized) is 0.385. The peptide sequence is DFILATDIAEMGANL. (4) The peptide sequence is QISGVDLGLPNWGKY. The MHC is DRB1_1302 with pseudo-sequence DRB1_1302. The binding affinity (normalized) is 0.0213. (5) The peptide sequence is YKKLRTSSFALNLPT. The MHC is HLA-DQA10102-DQB10602 with pseudo-sequence HLA-DQA10102-DQB10602. The binding affinity (normalized) is 0.272. (6) The peptide sequence is ARGWAAHRARANESA. The MHC is DRB1_0901 with pseudo-sequence DRB1_0901. The binding affinity (normalized) is 0.617. (7) The peptide sequence is AFAATHNPWASQEG. The MHC is DRB1_0405 with pseudo-sequence DRB1_0405. The binding affinity (normalized) is 0.365. (8) The peptide sequence is YDKFRANVSTVLTGK. The MHC is DRB1_0701 with pseudo-sequence DRB1_0701. The binding affinity (normalized) is 0.919. (9) The peptide sequence is RGHHRQVIGAAQLGR. The MHC is DRB4_0101 with pseudo-sequence DRB4_0103. The binding affinity (normalized) is 0.0641. (10) The peptide sequence is EQFLGALDLAKKRVH. The MHC is DRB1_0802 with pseudo-sequence DRB1_0802. The binding affinity (normalized) is 0.423.